Predict which catalyst facilitates the given reaction. From a dataset of Catalyst prediction with 721,799 reactions and 888 catalyst types from USPTO. (1) Reactant: C[Si]([C:5]#[C:6][C:7]1[CH:12]=[CH:11][C:10]([S:13]([N:16]2[CH:25]([C:26]([O:28]C)=[O:27])[CH2:24][C:23]3[C:18](=[N:19][CH:20]=[CH:21][N:22]=3)[CH2:17]2)(=[O:15])=[O:14])=[CH:9][CH:8]=1)(C)C.[OH-].[K+].C(O)(=O)CC(CC(O)=O)(C(O)=O)O. Product: [C:6]([C:7]1[CH:12]=[CH:11][C:10]([S:13]([N:16]2[CH:25]([C:26]([OH:28])=[O:27])[CH2:24][C:23]3[C:18](=[N:19][CH:20]=[CH:21][N:22]=3)[CH2:17]2)(=[O:14])=[O:15])=[CH:9][CH:8]=1)#[CH:5]. The catalyst class is: 38. (2) Reactant: [Cl:1][C:2]1[CH:7]=[C:6]([Cl:8])[CH:5]=[CH:4][C:3]=1[S:9]([NH:12][CH2:13][CH2:14][C@H:15]([OH:26])[CH2:16][NH:17][C:18](=[O:25])[C@H:19]([CH2:21][CH:22]([CH3:24])[CH3:23])[NH2:20])(=[O:11])=[O:10].[N-:27]=[C:28]=[O:29].[CH2:30]1[CH2:35][CH2:34][CH2:33][CH2:32][CH2:31]1. Product: [CH:30]1([NH:27][C:28]([NH:20][C@H:19]([C:18]([NH:17][CH2:16][C@@H:15]([OH:26])[CH2:14][CH2:13][NH:12][S:9]([C:3]2[CH:4]=[CH:5][C:6]([Cl:8])=[CH:7][C:2]=2[Cl:1])(=[O:10])=[O:11])=[O:25])[CH2:21][CH:22]([CH3:23])[CH3:24])=[O:29])[CH2:35][CH2:34][CH2:33][CH2:32][CH2:31]1. The catalyst class is: 2. (3) Reactant: Cl.CN(C)CCCN=C=NCC.[NH2:13][C:14]1[CH:15]=[C:16]2[C:21](=[CH:22][CH:23]=1)[N:20]=[CH:19][N:18]=[C:17]2[NH:24][C:25]1[CH:30]=[CH:29][CH:28]=[C:27]([Br:31])[CH:26]=1.[F:32][C:33]([F:40])([F:39])[CH:34]=[CH:35][C:36](O)=[O:37].O. Product: [Br:31][C:27]1[CH:26]=[C:25]([NH:24][C:17]2[C:16]3[C:21](=[CH:22][CH:23]=[C:14]([NH:13][C:36](=[O:37])[CH:35]=[CH:34][C:33]([F:40])([F:39])[F:32])[CH:15]=3)[N:20]=[CH:19][N:18]=2)[CH:30]=[CH:29][CH:28]=1. The catalyst class is: 118. (4) Reactant: OC1N=C2NC(C)(C(F)(F)F)CCN2[C:6](=[O:8])[CH:7]=1.P(Cl)(Cl)[Cl:19].[OH2:22].[OH-].[Na+].Cl[CH2:26][CH2:27][Cl:28]. Product: [Cl:19][CH2:27][Cl:28].[CH3:26][CH2:27][O:22][C:6]([CH3:7])=[O:8]. The catalyst class is: 13. (5) Reactant: [CH:1]([C:3]1[CH:8]=[CH:7][C:6]([C:9]2[CH:14]=[CH:13][C:12]([CH2:15][CH2:16][C:17]([O:19][CH2:20][CH3:21])=[O:18])=[CH:11][C:10]=2[O:22][CH2:23][CH2:24][CH2:25][O:26][CH3:27])=[CH:5][CH:4]=1)=O.C(O)(=O)C.[CH3:32][N:33]1[CH2:38][CH2:37][NH:36][CH2:35][CH2:34]1.C(O[BH-](OC(=O)C)OC(=O)C)(=O)C.[Na+].C(=O)(O)[O-].[Na+]. Product: [CH3:27][O:26][CH2:25][CH2:24][CH2:23][O:22][C:10]1[CH:11]=[C:12]([CH2:15][CH2:16][C:17]([O:19][CH2:20][CH3:21])=[O:18])[CH:13]=[CH:14][C:9]=1[C:6]1[CH:5]=[CH:4][C:3]([CH2:1][N:36]2[CH2:37][CH2:38][N:33]([CH3:32])[CH2:34][CH2:35]2)=[CH:8][CH:7]=1. The catalyst class is: 68. (6) Reactant: Cl[C:2]1[C:7]([C:8]#[N:9])=[C:6]([NH:10][C:11]2[CH:16]=[CH:15][CH:14]=[C:13]([C:17]3[N:22]=[CH:21][CH:20]=[CH:19][N:18]=3)[CH:12]=2)[N:5]=[C:4]([S:23][CH3:24])[N:3]=1.[C:25]([O-])([O-])=[O:26].[K+].[K+]. Product: [CH3:25][O:26][C:2]1[C:7]([C:8]#[N:9])=[C:6]([NH:10][C:11]2[CH:16]=[CH:15][CH:14]=[C:13]([C:17]3[N:22]=[CH:21][CH:20]=[CH:19][N:18]=3)[CH:12]=2)[N:5]=[C:4]([S:23][CH3:24])[N:3]=1. The catalyst class is: 5. (7) Reactant: [C:1]([O:5][C:6]([N:8]1[C@@H:12]([CH3:13])[CH2:11][CH2:10][C@H:9]1[C:14](O)=[O:15])=[O:7])([CH3:4])([CH3:3])[CH3:2].B.CSC.CO. Product: [OH:15][CH2:14][C@@H:9]1[CH2:10][CH2:11][C@H:12]([CH3:13])[N:8]1[C:6]([O:5][C:1]([CH3:2])([CH3:4])[CH3:3])=[O:7]. The catalyst class is: 7. (8) Reactant: [CH3:1][O:2][C:3]1[CH:11]=[CH:10][CH:9]=[CH:8][C:4]=1[C:5](Cl)=O.[C:12](#[N:20])[C:13]1[C:14](=[CH:16][CH:17]=[CH:18][CH:19]=1)[NH2:15].C(=O)([O-])[O-:22].[K+].[K+].O. Product: [CH3:1][O:2][C:3]1[CH:11]=[CH:10][CH:9]=[CH:8][C:4]=1[C:5]1[N:20]=[C:12]([OH:22])[C:13]2[C:14](=[CH:16][CH:17]=[CH:18][CH:19]=2)[N:15]=1. The catalyst class is: 27.